The task is: Predict which catalyst facilitates the given reaction.. This data is from Catalyst prediction with 721,799 reactions and 888 catalyst types from USPTO. (1) Reactant: [S:1]1[C:5]2[CH:6]=[CH:7][CH:8]=[CH:9][C:4]=2[CH:3]=[C:2]1[S:10]([N:13]([CH2:15][P:16](=[O:19])([OH:18])[OH:17])[CH3:14])(=[O:12])=[O:11].[CH:20]1[C:25]([N+:26]([O-:28])=[O:27])=[CH:24][CH:23]=[C:22](O)[CH:21]=1.ClC(Cl)(Cl)C#N. Product: [NH4+:13].[N+:26]([C:25]1[CH:20]=[CH:21][C:22]([O:19][P:16]([CH2:15][N:13]([S:10]([C:2]2[S:1][C:5]3[CH:6]=[CH:7][CH:8]=[CH:9][C:4]=3[CH:3]=2)(=[O:11])=[O:12])[CH3:14])(=[O:18])[O-:17])=[CH:23][CH:24]=1)([O-:28])=[O:27]. The catalyst class is: 17. (2) Reactant: CS(Cl)(=O)=O.[NH2:6][C:7]1[N:12]=[C:11]([CH3:13])[C:10]([CH2:14][C:15]2[CH:25]=[CH:24][C:18]([O:19][CH2:20]CCO)=[CH:17][C:16]=2[O:26][CH3:27])=[C:9]([NH:28][CH2:29][CH2:30][CH2:31][CH2:32][CH3:33])[N:8]=1.[CH2:34]([N:36]([CH2:39][CH3:40])[CH2:37][CH3:38])[CH3:35].C([O-])(O)=[O:42].[Na+]. Product: [CH3:27][O:26][C:16]1[CH:17]=[C:18]([O:19][CH2:20][CH2:35][CH2:34][N:36]2[CH2:39][CH2:40][O:42][CH2:38][CH2:37]2)[CH:24]=[CH:25][C:15]=1[CH2:14][C:10]1[C:9]([NH:28][CH2:29][CH2:30][CH2:31][CH2:32][CH3:33])=[N:8][C:7]([NH2:6])=[N:12][C:11]=1[CH3:13]. The catalyst class is: 1. (3) The catalyst class is: 34. Product: [N+:27]([C:30]1[CH:31]=[CH:32][C:33]([C:34]([N:16]2[CH2:15][C@H:14]([NH:13][C:12](=[O:26])[O:11][C:7]([CH3:10])([CH3:8])[CH3:9])[C:20](=[O:21])[NH:19][C:18]3[CH:22]=[CH:23][CH:24]=[CH:25][C:17]2=3)=[O:35])=[CH:37][CH:38]=1)([O-:29])=[O:28]. Reactant: N1C=CC=CC=1.[C:7]([O:11][C:12](=[O:26])[NH:13][C@@H:14]1[C:20](=[O:21])[NH:19][C:18]2[CH:22]=[CH:23][CH:24]=[CH:25][C:17]=2[NH:16][CH2:15]1)([CH3:10])([CH3:9])[CH3:8].[N+:27]([C:30]1[CH:38]=[CH:37][C:33]([C:34](Cl)=[O:35])=[CH:32][CH:31]=1)([O-:29])=[O:28]. (4) Reactant: C(N(CC)CC)C.[CH3:8][CH:9]([CH2:14][C:15]([CH3:18])([CH3:17])[CH3:16])[CH2:10][C:11](Cl)=[O:12].[CH2:19]([O:26][C:27]1[C:28]([CH3:36])=[C:29]([CH3:35])[C:30]([NH2:34])=[N:31][C:32]=1[CH3:33])[C:20]1[CH:25]=[CH:24][CH:23]=[CH:22][CH:21]=1. Product: [CH2:19]([O:26][C:27]1[C:28]([CH3:36])=[C:29]([CH3:35])[C:30]([NH:34][C:11](=[O:12])[CH2:10][CH:9]([CH3:8])[CH2:14][C:15]([CH3:18])([CH3:17])[CH3:16])=[N:31][C:32]=1[CH3:33])[C:20]1[CH:21]=[CH:22][CH:23]=[CH:24][CH:25]=1. The catalyst class is: 2. (5) The catalyst class is: 28. Reactant: C([Li])CCC.[CH3:6][C:7]([O:11][CH:12]1[CH2:17][CH2:16][CH2:15][CH2:14][O:13]1)([C:9]#[CH:10])[CH3:8].[CH2:18]([O:20][CH:21]([O:27][CH2:28][CH3:29])[C:22](OCC)=[O:23])[CH3:19].[NH4+].[Cl-]. Product: [CH2:18]([O:20][CH:21]([O:27][CH2:28][CH3:29])[C:22](=[O:23])[C:10]#[C:9][C:7]([CH3:6])([O:11][CH:12]1[CH2:17][CH2:16][CH2:15][CH2:14][O:13]1)[CH3:8])[CH3:19].